From a dataset of Full USPTO retrosynthesis dataset with 1.9M reactions from patents (1976-2016). Predict the reactants needed to synthesize the given product. Given the product [C:37]([N:41]1[CH2:46][CH2:45][C:44](=[CH:47][C:16]2[CH:15]=[C:14]3[C:9]([CH2:10][N:11]([CH2:28][C:29]4[CH:34]=[CH:33][C:32]([O:35][CH3:36])=[CH:31][CH:30]=4)[C:12](=[O:27])[N:13]3[C:19]3[C:24]([Cl:25])=[CH:23][CH:22]=[CH:21][C:20]=3[Cl:26])=[C:8]([C:3]3[CH:4]=[CH:5][CH:6]=[CH:7][C:2]=3[Cl:1])[CH:17]=2)[CH2:43][CH2:42]1)([CH3:40])([CH3:39])[CH3:38], predict the reactants needed to synthesize it. The reactants are: [Cl:1][C:2]1[CH:7]=[CH:6][CH:5]=[CH:4][C:3]=1[C:8]1[CH:17]=[C:16](I)[CH:15]=[C:14]2[C:9]=1[CH2:10][N:11]([CH2:28][C:29]1[CH:34]=[CH:33][C:32]([O:35][CH3:36])=[CH:31][CH:30]=1)[C:12](=[O:27])[N:13]2[C:19]1[C:24]([Cl:25])=[CH:23][CH:22]=[CH:21][C:20]=1[Cl:26].[C:37]([N:41]1[CH2:46][CH2:45][C:44](=[CH:47][Sn](C)(C)C)[CH2:43][CH2:42]1)([CH3:40])([CH3:39])[CH3:38].